Dataset: Retrosynthesis with 50K atom-mapped reactions and 10 reaction types from USPTO. Task: Predict the reactants needed to synthesize the given product. (1) The reactants are: CI.OCCc1cc2ccccc2n1-c1ccc(OCc2ccccc2)cc1. Given the product COCCc1cc2ccccc2n1-c1ccc(OCc2ccccc2)cc1, predict the reactants needed to synthesize it. (2) Given the product C[N+](C)(C)Cc1c[nH]c2cc(F)ccc12, predict the reactants needed to synthesize it. The reactants are: CI.CN(C)Cc1c[nH]c2cc(F)ccc12.